This data is from B-cell epitopes from IEDB database with 3,159 antigens for binding position prediction. The task is: Token-level Classification. Given an antigen amino acid sequence, predict which amino acid positions are active epitope sites capable of antibody binding. Output is a list of indices for active positions. (1) The epitope positions are: [44, 45, 46, 47, 48, 49, 50, 51, 52, 53, 54, 55, 56, 57, 58, 59]. The amino acids at these positions are: CEYNVFHNKTFELPRA. Given the antigen sequence: MENTSITIEFSSKFWPYFTLTHMITTIISLIITISIMIAILNKLCEYNVFHNKTFELPRARVNT, which amino acid positions are active epitope sites? (2) Given the antigen sequence: MGMKFMAAVAFLALQLIVMAAAEDQSAQIMLDSDIEQYLRSNRSLKKLVHSRHDAATVFNVEQYGAVGDGKHDSTEAFATTWNAACKKASAVLLVPANKKFFVNNLVFRGPCQPHLSFKVDGTIVAQPDPARWKNSKIWLQFAQLTDFNLMGTGVIDGQGQQWWAGQCKVVNGRTVCNDRNRPTAIKIDYSKSVTVKELTLMNSPEFHLVFGECEGVKIQGLKIKAPRDSPNTDGIDIFASKRFHIEKCVIGTGDDCIAIGTGSSNITIKDLICGPGHGISIGSLGRDNSRAEVSHVHVNRAKFIDTQNGLRIKTWQGGSGLASYITYENVEMINSENPILINQFYCTSASACQNQRSAVQIQGVTYKNIHGTSATAAAIQLMCSDSVPCTGIQLSNVSLKLTSGKPASCVDKNARGFYSGRLIPTCKNLRPGPSPKEFELQQQPTTVMDENKGACAKGDSTCISLSSSPPNCKNKCKGCQPCKPKLIIVHPNKPQDYYP..., which amino acid positions are active epitope sites? The epitope positions are: [365, 366, 367, 368, 369, 370, 371, 372, 373, 374, 375, 376, 377, 378, 379, 380, 381, 382, 383, 384]. The amino acids at these positions are: TYKNIHGTSATAAAIQLMCS. (3) Given the antigen sequence: MGAQVSSQKVGAHENSNRAYGGSTINYTTINYYRDSASNAASKQDFSQDPSKFTEPIKDVLIKTSPMLNSPNIEACGYSDRVLQLTLGNSTITTQEAANSVVAYGRWPEYLRDSEANPVDQPTEPDVAACRFYTLDTVSWTKESRGWWWKLPDALRDMGLFGQNMYYHYLGRSGYTVHVQCNASKFHQGALGVFAVPEMCLAGDSNTTTMHTSYQNANPGEKGGTFTGTFTPDDNQTSPARRFCPVDYLFGNGTLLGNAFVFPHQIINLRTNNCATLVLPYVNSLSIDSMVKHNNWGIAILPLAPLNFASESSPEIPITLTIAPMCCEFNGLRNITLPRLQGLPVMNTPGSNQYLTADNFQSPCALPEFDVTPPIDIPGEVKNMMELAEIDTMIPFDLSAKKKNTMEMYRVRLSDKPHTDDPILCLSLSPASDPRLSHTMLGEILNYYTHWAGSLKFTFLFCGSMMATGKLLVSYAPPGADPPKKRKEAMLGTHVIWDIG..., which amino acid positions are active epitope sites? The epitope positions are: [669, 670, 671, 672, 673, 674, 675, 676, 677, 678, 679, 680, 681, 682, 683, 684, 685, 686, 687]. The amino acids at these positions are: TVDNSASTKNKDKLFTVWK.